Dataset: Catalyst prediction with 721,799 reactions and 888 catalyst types from USPTO. Task: Predict which catalyst facilitates the given reaction. (1) Reactant: [O:1]1[C:5]2[CH:6]=[CH:7][C:8]([CH:10]([OH:40])[CH2:11][S:12][C@H:13]3[C:16](=[O:17])[N:15]([C:18]4[CH:23]=[CH:22][C:21]([F:24])=[CH:20][CH:19]=4)[C@@H:14]3[C:25]3[CH:39]=[CH:38][C:28]([O:29][CH2:30][C:31]([NH:33]CC(O)=O)=[O:32])=[CH:27][CH:26]=3)=[CH:9][C:4]=2[O:3][CH2:2]1.Cl.C(OC(NCCCC[C@H](C(OC(C)(C)C)=O)N)=O)(C)(C)C.CN1CCOCC1.CN(C(ON1N=NC2C=CC=CC1=2)=[N+](C)C)C.[B-](F)(F)(F)F.O1C2C=CC(C(O)CS[C@H]3C(=O)N(C4C=CC(F)=CC=4)[C@@H]3C3C=CC(OCC(N[CH2:125][C:126]([NH:128][C@@H:129]([C:142]([O:144]C(C)(C)C)=[O:143])[CH2:130][CH2:131][CH2:132][CH2:133][NH:134]C(OC(C)(C)C)=O)=[O:127])=O)=CC=3)=CC=2OC1. Product: [O:1]1[C:5]2[CH:6]=[CH:7][C:8]([CH:10]([OH:40])[CH2:11][S:12][C@H:13]3[C:16](=[O:17])[N:15]([C:18]4[CH:23]=[CH:22][C:21]([F:24])=[CH:20][CH:19]=4)[C@@H:14]3[C:25]3[CH:26]=[CH:27][C:28]([O:29][CH2:30][C:31]([NH:33][CH2:125][C:126]([NH:128][C@@H:129]([C:142]([OH:144])=[O:143])[CH2:130][CH2:131][CH2:132][CH2:133][NH2:134])=[O:127])=[O:32])=[CH:38][CH:39]=3)=[CH:9][C:4]=2[O:3][CH2:2]1. The catalyst class is: 2. (2) Reactant: [CH3:1][N:2]([C:12]1[CH:17]=[CH:16][CH:15]=[CH:14][CH:13]=1)[C:3]1[CH:4]=[C:5]([CH2:9][CH2:10][OH:11])[CH:6]=[CH:7][CH:8]=1.C(O[CH:21](OCC)[CH2:22][NH2:23])C. Product: [NH2:23][CH2:22][CH:21]1[C:6]2[CH:7]=[CH:8][C:3]([N:2]([CH3:1])[C:12]3[CH:17]=[CH:16][CH:15]=[CH:14][CH:13]=3)=[CH:4][C:5]=2[CH2:9][CH2:10][O:11]1. The catalyst class is: 89. (3) Reactant: [NH2:1][CH2:2][C:3]1[CH:11]=[CH:10][C:6]([C:7](O)=[O:8])=[CH:5][CH:4]=1.[H-].[Al+3].[Li+].[H-].[H-].[H-]. Product: [NH2:1][CH2:2][C:3]1[CH:11]=[CH:10][C:6]([CH2:7][OH:8])=[CH:5][CH:4]=1. The catalyst class is: 27.